This data is from Catalyst prediction with 721,799 reactions and 888 catalyst types from USPTO. The task is: Predict which catalyst facilitates the given reaction. (1) Reactant: [CH2:1]([C:9]1[CH:17]=[CH:16][C:12]([C:13]([OH:15])=[O:14])=[CH:11][CH:10]=1)[CH2:2][CH2:3][CH2:4][CH2:5][CH2:6][CH2:7][CH3:8].C(Cl)(=O)C(Cl)=O.O[C:25]1[CH:60]=[CH:59][C:28]([CH2:29][N:30]([CH2:51][C:52]([O:54]C(C)(C)C)=[O:53])[C:31](=[O:50])[C:32]2[CH:37]=[CH:36][C:35]([NH:38][C:39](=[O:49])[CH2:40][C:41]3[CH:46]=[CH:45][C:44]([O:47][CH3:48])=[CH:43][CH:42]=3)=[CH:34][CH:33]=2)=[CH:27][CH:26]=1.C(O)(C(F)(F)F)=O. Product: [CH3:48][O:47][C:44]1[CH:43]=[CH:42][C:41]([CH2:40][C:39]([NH:38][C:35]2[CH:34]=[CH:33][C:32]([C:31]([N:30]([CH2:51][C:52]([OH:54])=[O:53])[CH2:29][C:28]3[CH:27]=[CH:26][C:25]([O:14][C:13](=[O:15])[C:12]4[CH:11]=[CH:10][C:9]([CH2:1][CH2:2][CH2:3][CH2:4][CH2:5][CH2:6][CH2:7][CH3:8])=[CH:17][CH:16]=4)=[CH:60][CH:59]=3)=[O:50])=[CH:37][CH:36]=2)=[O:49])=[CH:46][CH:45]=1. The catalyst class is: 59. (2) Reactant: [Cl:1][C:2]1[CH:29]=[CH:28][C:5]([CH2:6][NH:7][C:8]([C:10]2[C:11](=[O:27])[C:12]3[CH:19]=[C:18]([CH2:20][N:21]4[CH2:26][CH2:25][O:24][CH2:23][CH2:22]4)[S:17][C:13]=3[N:14]([CH3:16])[CH:15]=2)=[O:9])=[CH:4][CH:3]=1. Product: [ClH:1].[Cl:1][C:2]1[CH:3]=[CH:4][C:5]([CH2:6][NH:7][C:8]([C:10]2[C:11](=[O:27])[C:12]3[CH:19]=[C:18]([CH2:20][N:21]4[CH2:22][CH2:23][O:24][CH2:25][CH2:26]4)[S:17][C:13]=3[N:14]([CH3:16])[CH:15]=2)=[O:9])=[CH:28][CH:29]=1. The catalyst class is: 33.